This data is from NCI-60 drug combinations with 297,098 pairs across 59 cell lines. The task is: Regression. Given two drug SMILES strings and cell line genomic features, predict the synergy score measuring deviation from expected non-interaction effect. (1) Drug 1: CC1OCC2C(O1)C(C(C(O2)OC3C4COC(=O)C4C(C5=CC6=C(C=C35)OCO6)C7=CC(=C(C(=C7)OC)O)OC)O)O. Drug 2: C1=CC=C(C(=C1)C(C2=CC=C(C=C2)Cl)C(Cl)Cl)Cl. Cell line: BT-549. Synergy scores: CSS=26.1, Synergy_ZIP=-1.54, Synergy_Bliss=3.14, Synergy_Loewe=-14.5, Synergy_HSA=3.38. (2) Drug 1: C1=CC(=CC=C1CCC2=CNC3=C2C(=O)NC(=N3)N)C(=O)NC(CCC(=O)O)C(=O)O. Drug 2: CS(=O)(=O)OCCCCOS(=O)(=O)C. Cell line: SW-620. Synergy scores: CSS=35.2, Synergy_ZIP=-3.56, Synergy_Bliss=-2.15, Synergy_Loewe=-1.04, Synergy_HSA=0.332.